Dataset: Forward reaction prediction with 1.9M reactions from USPTO patents (1976-2016). Task: Predict the product of the given reaction. (1) The product is: [CH3:1][CH:2]1[CH2:6][N:5]([C:24](=[O:25])[CH2:23][CH2:22][C:15]2[C:16]3[C:21](=[CH:20][CH:19]=[CH:18][CH:17]=3)[NH:13][CH:14]=2)[C:4]2([CH2:11][CH2:10][N:9]([CH3:12])[CH2:8][CH2:7]2)[O:3]1. Given the reactants [CH3:1][CH:2]1[CH2:6][NH:5][C:4]2([CH2:11][CH2:10][N:9]([CH3:12])[CH2:8][CH2:7]2)[O:3]1.[NH:13]1[C:21]2[C:16](=[CH:17][CH:18]=[CH:19][CH:20]=2)[C:15]([CH2:22][CH2:23][C:24](O)=[O:25])=[CH:14]1.C1(N=C=NC2CCCCC2)CCCCC1.CN(C1C=CC=CN=1)C, predict the reaction product. (2) Given the reactants [CH3:1][C:2]([O:5][C:6]([CH2:8][C@H:9]([N:13]([C:15](OCC1C=CC=CC=1)=O)C)[C:10](O)=[O:11])=[O:7])([CH3:4])[CH3:3].C1CC[CH:28]([NH:31]C2CCCCC2)CC1.[CH2:38](CN)[C:39]1[CH:44]=[CH:43][CH:42]=[CH:41][CH:40]=1.[ClH:47].CO, predict the reaction product. The product is: [ClH:47].[C:2]([O:5][C:6](=[O:7])[CH2:8][C@H:9]([NH:13][CH3:15])[C:10]([N:31]([CH2:38][C:39]1[CH:40]=[CH:41][CH:42]=[CH:43][CH:44]=1)[CH3:28])=[O:11])([CH3:4])([CH3:3])[CH3:1].